Dataset: Forward reaction prediction with 1.9M reactions from USPTO patents (1976-2016). Task: Predict the product of the given reaction. (1) Given the reactants C(OCCOC1C=CC([C:15]2[CH:16]=[CH:17][C:18]3[N:24](CC(C)C)[CH2:23][CH2:22][C:21]([C:29](O)=[O:30])=[CH:20][C:19]=3[CH:32]=2)=CC=1)CCC.C[N:34](C=O)C.S(Cl)(Cl)=O.CN1C=CCN1CSC1C=CC(N)=CC=1, predict the reaction product. The product is: [NH:24]1[C:18]2[CH:17]=[CH:16][CH:15]=[CH:32][C:19]=2[CH:20]=[C:21]([C:29]([NH2:34])=[O:30])[CH2:22][CH2:23]1. (2) Given the reactants [C:1]1([C:7]2[C:12]([C:13]3[CH:18]=[CH:17][CH:16]=[CH:15][CH:14]=3)=[CH:11][CH:10]=[CH:9][N:8]=2)[CH:6]=[CH:5][CH:4]=[CH:3][CH:2]=1.ClC1C=C(C=CC=1)C(OO)=[O:24], predict the reaction product. The product is: [C:1]1([C:7]2[C:12]([C:13]3[CH:18]=[CH:17][CH:16]=[CH:15][CH:14]=3)=[CH:11][CH:10]=[CH:9][N+:8]=2[O-:24])[CH:2]=[CH:3][CH:4]=[CH:5][CH:6]=1. (3) Given the reactants [Br:1][CH2:2][C:3]1[CH:12]=[CH:11][CH:10]=[CH:9][C:4]=1[C:5]([O:7][CH3:8])=[O:6].[NH2:13][C:14]([NH2:16])=[S:15], predict the reaction product. The product is: [BrH:1].[NH2:16][C:14](=[NH:13])[S:15][CH2:2][C:3]1[CH:12]=[CH:11][CH:10]=[CH:9][C:4]=1[C:5]([O:7][CH3:8])=[O:6]. (4) The product is: [CH2:1]([C:7]1[CH:8]=[N:9][C:10]2[C:15]([CH:16]=1)=[CH:14][CH:13]=[CH:12][C:11]=2[C:17]([NH:20][C:21]1[CH:22]=[C:23]([CH:32]=[CH:33][CH:34]=1)[O:24][CH2:25][C:26]([O:28][CH:29]([CH3:30])[CH3:31])=[O:27])=[O:19])[CH2:2][CH2:3][CH2:4][CH2:5][CH3:6]. Given the reactants [CH2:1]([C:7]1[CH:8]=[N:9][C:10]2[C:15]([CH:16]=1)=[CH:14][CH:13]=[CH:12][C:11]=2[C:17]([OH:19])=O)[CH2:2][CH2:3][CH2:4][CH2:5][CH3:6].[NH2:20][C:21]1[CH:22]=[C:23]([CH:32]=[CH:33][CH:34]=1)[O:24][CH2:25][C:26]([O:28][CH:29]([CH3:31])[CH3:30])=[O:27].CN1CCOCC1.F[P-](F)(F)(F)(F)F.N1(OC(N(C)C)=[N+](C)C)C2N=CC=CC=2N=N1, predict the reaction product. (5) Given the reactants Br[C:2]1[CH:7]=[C:6]([O:8][C:9]([F:12])([F:11])[F:10])[CH:5]=[C:4]([O:13][CH3:14])[CH:3]=1.[Li]C(C)(C)C.[Cl:20][C:21]1[CH:22]=[C:23]([CH:30]=[C:31]([Cl:33])[N:32]=1)[C:24](N(OC)C)=[O:25], predict the reaction product. The product is: [Cl:20][C:21]1[CH:22]=[C:23]([C:24]([C:2]2[CH:7]=[C:6]([O:8][C:9]([F:12])([F:11])[F:10])[CH:5]=[C:4]([O:13][CH3:14])[CH:3]=2)=[O:25])[CH:30]=[C:31]([Cl:33])[N:32]=1. (6) The product is: [OH:8][C@@H:9]1[C@@H:17]([CH2:18][CH2:19][CH:20]([CH3:21])[CH3:22])[C@H:16]([CH3:23])[O:15][C:14](=[O:24])[C@@H:13]([NH:25][C:26](=[O:32])[O:27][C:28]([CH3:30])([CH3:29])[CH3:31])[CH2:12][O:11][CH2:10]1. Given the reactants C([O:8][C@@H:9]1[C@@H:17]([CH2:18][CH2:19][CH:20]([CH3:22])[CH3:21])[C@H:16]([CH3:23])[O:15][C:14](=[O:24])[C@@H:13]([NH:25][C:26](=[O:32])[O:27][C:28]([CH3:31])([CH3:30])[CH3:29])[CH2:12][O:11][CH2:10]1)C1C=CC=CC=1.[H][H], predict the reaction product. (7) Given the reactants [NH2:1][C:2]1[N:7]=[CH:6][C:5](Br)=[CH:4][N:3]=1.[CH3:9][N:10]([CH2:15][C:16]1[C:24]2[C:19](=[N:20][CH:21]=[CH:22][CH:23]=2)[N:18]([CH3:25])[CH:17]=1)[C:11](=[O:14])[CH:12]=[CH2:13].CC1C=CC=CC=1P(C1C=CC=CC=1C)C1C=CC=CC=1C.CCN(C(C)C)C(C)C, predict the reaction product. The product is: [NH2:1][C:2]1[N:7]=[CH:6][C:5](/[CH:13]=[CH:12]/[C:11]([N:10]([CH3:9])[CH2:15][C:16]2[C:24]3[C:19](=[N:20][CH:21]=[CH:22][CH:23]=3)[N:18]([CH3:25])[CH:17]=2)=[O:14])=[CH:4][N:3]=1.